From a dataset of Peptide-MHC class II binding affinity with 134,281 pairs from IEDB. Regression. Given a peptide amino acid sequence and an MHC pseudo amino acid sequence, predict their binding affinity value. This is MHC class II binding data. The peptide sequence is TLWQRPLVTIKIGGQLMEAL. The MHC is DRB1_1302 with pseudo-sequence DRB1_1302. The binding affinity (normalized) is 0.441.